This data is from Full USPTO retrosynthesis dataset with 1.9M reactions from patents (1976-2016). The task is: Predict the reactants needed to synthesize the given product. Given the product [CH3:27][O:28][C:29]1[CH:30]=[C:31]([C:2]2[CH:7]=[CH:6][CH:5]=[C:4]([C:8]([N:13]3[C:21]4[C:16](=[C:17]([NH:22][S:23]([CH3:26])(=[O:25])=[O:24])[CH:18]=[CH:19][CH:20]=4)[CH:15]=[CH:14]3)([CH2:39][CH3:40])[C:9]([O:11][CH3:12])=[O:10])[CH:3]=2)[CH:32]=[CH:33][CH:34]=1, predict the reactants needed to synthesize it. The reactants are: Br[C:2]1[CH:3]=[C:4]([CH:8]([N:13]2[C:21]3[C:16](=[C:17]([NH:22][S:23]([CH3:26])(=[O:25])=[O:24])[CH:18]=[CH:19][CH:20]=3)[CH:15]=[CH:14]2)[C:9]([O:11][CH3:12])=[O:10])[CH:5]=[CH:6][CH:7]=1.[CH3:27][O:28][C:29]1[CH:30]=[C:31](B(O)O)[CH:32]=[CH:33][CH:34]=1.O1CCO[CH2:40][CH2:39]1.